This data is from Reaction yield outcomes from USPTO patents with 853,638 reactions. The task is: Predict the reaction yield, written as a fraction of the theoretical maximum amount of product (1.0 means a 100% yield; for example, 0.34 means a 34% yield). The reactants are [F:1][C:2]1[C:10]([O:11][C:12]2[C:21]3[C:16](=[CH:17][C:18]([OH:24])=[C:19]([O:22][CH3:23])[CH:20]=3)[N:15]=[CH:14][N:13]=2)=[CH:9][CH:8]=[C:7]2[C:3]=1[CH:4]=[C:5]([CH3:25])[NH:6]2.[C:26]([N:29]1[CH2:34][CH2:33][N:32]([CH2:35][CH2:36]O)[CH2:31][CH2:30]1)(=[O:28])[CH3:27].C1(P(C2C=CC=CC=2)C2C=CC=CC=2)C=CC=CC=1.N(C(OC(C)C)=O)=NC(OC(C)C)=O. The catalyst is ClCCl. The product is [C:26]([N:29]1[CH2:34][CH2:33][N:32]([CH2:35][CH2:36][O:24][C:18]2[CH:17]=[C:16]3[C:21]([C:12]([O:11][C:10]4[C:2]([F:1])=[C:3]5[C:7](=[CH:8][CH:9]=4)[NH:6][C:5]([CH3:25])=[CH:4]5)=[N:13][CH:14]=[N:15]3)=[CH:20][C:19]=2[O:22][CH3:23])[CH2:31][CH2:30]1)(=[O:28])[CH3:27]. The yield is 0.170.